Regression/Classification. Given a drug SMILES string, predict its absorption, distribution, metabolism, or excretion properties. Task type varies by dataset: regression for continuous measurements (e.g., permeability, clearance, half-life) or binary classification for categorical outcomes (e.g., BBB penetration, CYP inhibition). Dataset: b3db_classification. From a dataset of Blood-brain barrier permeability classification from the B3DB database. (1) The compound is O=c1c(-c2ccc(O)cc2)coc2cc(O)ccc12. The result is 1 (penetrates BBB). (2) The molecule is COc1cc2nc(N(C)CCCNC(=O)C3CCCO3)nc(N)c2cc1OC. The result is 0 (does not penetrate BBB). (3) The drug is CC(C)C1CCC(C(=O)N[C@@H](Cc2ccccc2)C(=O)N2CCCC[C@H]2c2cccnc2)CC1. The result is 0 (does not penetrate BBB). (4) The compound is Cc1ccc(C)c(OCCCC(C)(C)C(=O)O)c1. The result is 0 (does not penetrate BBB). (5) The molecule is C[C@@]12CCCCC[C@@H](Cc3ccc(O)cc31)[C@@H]2N. The result is 1 (penetrates BBB).